From a dataset of Forward reaction prediction with 1.9M reactions from USPTO patents (1976-2016). Predict the product of the given reaction. (1) Given the reactants [H-].[H-].[H-].[H-].[Li+].[Al+3].[CH2:7]([C:9]1[CH:14]=[CH:13][C:12]([C:15]2[C:19]([CH2:20][O:21][C:22]3[C:27]([F:28])=[CH:26][C:25]([CH2:29][CH:30]([CH3:36])[C:31](OCC)=[O:32])=[CH:24][C:23]=3[F:37])=[C:18]([C:38]([F:41])([F:40])[F:39])[S:17][N:16]=2)=[CH:11][CH:10]=1)[CH3:8], predict the reaction product. The product is: [CH2:7]([C:9]1[CH:14]=[CH:13][C:12]([C:15]2[C:19]([CH2:20][O:21][C:22]3[C:27]([F:28])=[CH:26][C:25]([CH2:29][CH:30]([CH3:36])[CH2:31][OH:32])=[CH:24][C:23]=3[F:37])=[C:18]([C:38]([F:39])([F:40])[F:41])[S:17][N:16]=2)=[CH:11][CH:10]=1)[CH3:8]. (2) Given the reactants [CH2:1]([N:8]1[CH2:12][C@H:11]([CH2:13][C:14]2[CH:19]=[CH:18][CH:17]=[CH:16][CH:15]=2)[C@@H:10]([CH2:20][NH:21][C:22]2[CH:27]=[CH:26][CH:25]=[CH:24][CH:23]=2)[CH2:9]1)[C:2]1[CH:7]=[CH:6][CH:5]=[CH:4][CH:3]=1.Br[C:29]1[CH:34]=[CH:33][C:32](I)=[CH:31][CH:30]=1.C([O-])([O-])=O.[K+].[K+].[Na+].[I-].C(Cl)(Cl)[Cl:45], predict the reaction product. The product is: [Cl:45][C:25]1[CH:26]=[CH:27][C:22]([N:21]([CH2:20][C@@H:10]2[C@@H:11]([CH2:13][C:14]3[CH:15]=[CH:16][CH:17]=[CH:18][CH:19]=3)[CH2:12][N:8]([CH2:1][C:2]3[CH:3]=[CH:4][CH:5]=[CH:6][CH:7]=3)[CH2:9]2)[C:29]2[CH:34]=[CH:33][CH:32]=[CH:31][CH:30]=2)=[CH:23][CH:24]=1.